From a dataset of Reaction yield outcomes from USPTO patents with 853,638 reactions. Predict the reaction yield, written as a fraction of the theoretical maximum amount of product (1.0 means a 100% yield; for example, 0.34 means a 34% yield). (1) The reactants are [F:1][C:2]1[C:31]([F:32])=[CH:30][CH:29]=[CH:28][C:3]=1[O:4][C:5]1[CH:10]=[CH:9][C:8]([C:11]2[C:19]3[C:14](=[N:15][CH:16]=[N:17][C:18]=3[NH2:20])[N:13]([C@@H:21]3[CH2:26][CH2:25][CH2:24][NH:23][CH2:22]3)[N:12]=2)=[C:7]([F:27])[CH:6]=1.[C:33]([C:35](=[CH:39][CH:40]([CH3:42])[CH3:41])[C:36](O)=[O:37])#[N:34].CCN(C(C)C)C(C)C.CN(C(ON1N=NC2C=CC=NC1=2)=[N+](C)C)C.F[P-](F)(F)(F)(F)F. The catalyst is C(Cl)Cl. The product is [NH2:20][C:18]1[N:17]=[CH:16][N:15]=[C:14]2[N:13]([C@@H:21]3[CH2:26][CH2:25][CH2:24][N:23]([C:36]([C:35](=[CH:39][CH:40]([CH3:42])[CH3:41])[C:33]#[N:34])=[O:37])[CH2:22]3)[N:12]=[C:11]([C:8]3[CH:9]=[CH:10][C:5]([O:4][C:3]4[CH:28]=[CH:29][CH:30]=[C:31]([F:32])[C:2]=4[F:1])=[CH:6][C:7]=3[F:27])[C:19]=12. The yield is 0.400. (2) The reactants are [NH2:1][C:2]1[N:7]=[C:6]([C:8]([F:11])([F:10])[F:9])[CH:5]=[CH:4][N:3]=1.[CH2:12](OC(OCC)CBr)[CH3:13].Br. The catalyst is C(O)C. The product is [F:10][C:8]([F:11])([F:9])[C:6]1[CH:5]=[CH:4][N:3]2[CH:12]=[CH:13][N:1]=[C:2]2[N:7]=1. The yield is 0.870. (3) The reactants are BrC1N=C(C)[C:5]([O:9][CH3:10])=[CH:4][CH:3]=1.C1(P(C2C=CC=CC=2)CCCP(C2C=CC=CC=2)C2C=CC=CC=2)C=CC=CC=1.C([N:42]([CH2:45][CH3:46])[CH2:43][CH3:44])C.[CH3:47][OH:48].[C]=[O:50]. The catalyst is C(O[Pd]OC(=O)C)(=O)C.CN(C)C=O. The product is [CH3:10][O:9][C:5]1[CH:4]=[CH:3][C:45]([C:46]([O:48][CH3:47])=[O:50])=[N:42][C:43]=1[CH3:44]. The yield is 0.880. (4) The reactants are C(OC([N:8]1[CH2:12][CH2:11][CH:10]([CH2:13][C:14]2[N:22]3[C:17]([C:18]([NH2:23])=[N:19][CH:20]=[N:21]3)=[C:16]([C:24]3[CH:25]=[CH:26][C:27]4[C:31]([CH:32]=3)=[N:30][N:29]([CH2:33][C:34]3[CH:39]=[CH:38][CH:37]=[CH:36][CH:35]=3)[CH:28]=4)[CH:15]=2)[CH2:9]1)=O)(C)(C)C.C(O)(C(F)(F)F)=O. The catalyst is ClCCl. The product is [CH2:33]([N:29]1[CH:28]=[C:27]2[C:31]([CH:32]=[C:24]([C:16]3[CH:15]=[C:14]([CH2:13][CH:10]4[CH2:11][CH2:12][NH:8][CH2:9]4)[N:22]4[C:17]=3[C:18]([NH2:23])=[N:19][CH:20]=[N:21]4)[CH:25]=[CH:26]2)=[N:30]1)[C:34]1[CH:35]=[CH:36][CH:37]=[CH:38][CH:39]=1. The yield is 0.310. (5) The reactants are [S:1]=[C:2]1[NH:6][C:5]2[CH:7]=[C:8]([C:11]#[N:12])[CH:9]=[CH:10][C:4]=2[S:3]1.[CH3:13]CN(CC)CC.CI. The catalyst is CCO. The product is [CH3:13][S:1][C:2]1[S:3][C:4]2[CH:10]=[CH:9][C:8]([C:11]#[N:12])=[CH:7][C:5]=2[N:6]=1. The yield is 0.970. (6) The reactants are C1CO[C:8]2[CH:7]=[CH:6][C:5]([NH:11][C:12]3[C:17]([F:18])=[CH:16][N:15]=[C:14]([NH:19][C:20]4[CH:25]=[CH:24][CH:23]=[C:22](O)[CH:21]=4)[N:13]=3)=[CH:4][C:3]=2[O:2]1.ClC1N=C(NC2C=CC=C(O)C=2)C(F)=CN=1.[S:43]1[C:47]2C=CC=CC=2[C:45](CN)=[CH:44]1. No catalyst specified. The product is [S:43]1[C:44]2[CH:45]=[CH:21][CH:22]=[CH:23][C:24]=2[C:25]([CH2:20][NH:19][C:14]2[N:13]=[C:12]([NH:11][C:5]3[CH:6]=[CH:7][CH:8]=[C:3]([OH:2])[CH:4]=3)[C:17]([F:18])=[CH:16][N:15]=2)=[CH:47]1. The yield is 0.530. (7) The reactants are [Br:1][C:2]1[CH:11]=[CH:10][C:5]([C:6](OC)=[O:7])=[CH:4][C:3]=1[CH3:12].[BH4-].[Li+]. The catalyst is O1CCCC1. The product is [Br:1][C:2]1[CH:11]=[CH:10][C:5]([CH2:6][OH:7])=[CH:4][C:3]=1[CH3:12]. The yield is 0.820. (8) The reactants are [CH3:1][Si:2]([CH3:41])([CH3:40])[CH2:3][CH2:4][O:5][CH2:6][N:7]([CH2:32][O:33][CH2:34][CH2:35][Si:36]([CH3:39])([CH3:38])[CH3:37])[C:8]1[N:13]2[N:14]=[CH:15][CH:16]=[C:12]2[N:11]=[C:10]([CH:17]2[CH2:23][CH:22]3[N:24]([C:25]([O:27][C:28]([CH3:31])([CH3:30])[CH3:29])=[O:26])[CH:19]([CH2:20][CH2:21]3)[CH2:18]2)[CH:9]=1.[I:42]N1C(=O)CCC1=O. The catalyst is CC#N.C(Cl)Cl. The product is [CH3:39][Si:36]([CH3:38])([CH3:37])[CH2:35][CH2:34][O:33][CH2:32][N:7]([CH2:6][O:5][CH2:4][CH2:3][Si:2]([CH3:1])([CH3:40])[CH3:41])[C:8]1[N:13]2[N:14]=[CH:15][C:16]([I:42])=[C:12]2[N:11]=[C:10]([CH:17]2[CH2:23][CH:22]3[N:24]([C:25]([O:27][C:28]([CH3:31])([CH3:30])[CH3:29])=[O:26])[CH:19]([CH2:20][CH2:21]3)[CH2:18]2)[CH:9]=1. The yield is 0.880.